From a dataset of Reaction yield outcomes from USPTO patents with 853,638 reactions. Predict the reaction yield, written as a fraction of the theoretical maximum amount of product (1.0 means a 100% yield; for example, 0.34 means a 34% yield). (1) The reactants are [Cl:1][C:2]1[N:3]=[C:4]([N:18]2[CH2:23][CH2:22][O:21][CH2:20][CH2:19]2)[C:5]2[S:10][C:9]([C:11](O)([CH3:13])[CH3:12])=[C:8]([CH2:15][CH2:16][OH:17])[C:6]=2[N:7]=1.C1(C)C=CC=CC=1.FC(F)(F)C(O)=O. The catalyst is O. The product is [Cl:1][C:2]1[N:3]=[C:4]([N:18]2[CH2:19][CH2:20][O:21][CH2:22][CH2:23]2)[C:5]2[S:10][C:9]3[C:11]([CH3:12])([CH3:13])[O:17][CH2:16][CH2:15][C:8]=3[C:6]=2[N:7]=1. The yield is 0.100. (2) The reactants are Cl[C:2]1[N:7]2[N:8]=[C:9]([C:24]3[CH:29]=[CH:28][C:27]([F:30])=[CH:26][CH:25]=3)[C:10]([C:11]3[CH:16]=[C:15]([CH3:17])[N:14]=[C:13]([NH:18][CH:19]4[CH2:23][CH2:22][CH2:21][CH2:20]4)[N:12]=3)=[C:6]2[CH:5]=[CH:4][CH:3]=1.[NH2:31][NH2:32]. The catalyst is C(O)C.C(OCC)(=O)C. The product is [CH:19]1([NH:18][C:13]2[N:12]=[C:11]([C:10]3[C:9]([C:24]4[CH:29]=[CH:28][C:27]([F:30])=[CH:26][CH:25]=4)=[N:8][N:7]4[C:2]([NH:31][NH2:32])=[CH:3][CH:4]=[CH:5][C:6]=34)[CH:16]=[C:15]([CH3:17])[N:14]=2)[CH2:23][CH2:22][CH2:21][CH2:20]1. The yield is 0.460.